This data is from Full USPTO retrosynthesis dataset with 1.9M reactions from patents (1976-2016). The task is: Predict the reactants needed to synthesize the given product. (1) Given the product [Cl:1][C:2]1[N:6]([CH2:18][CH2:19][NH:20][C:21](=[O:27])[O:22][C:23]([CH3:26])([CH3:25])[CH3:24])[CH:5]=[C:4]([C:7]#[N:8])[C:3]=1[C:9]1[CH:10]=[CH:11][CH:12]=[CH:13][CH:14]=1, predict the reactants needed to synthesize it. The reactants are: [Cl:1][C:2]1[NH:6][CH:5]=[C:4]([C:7]#[N:8])[C:3]=1[C:9]1[CH:14]=[CH:13][CH:12]=[CH:11][CH:10]=1.[OH-].[Na+].Br[CH2:18][CH2:19][NH:20][C:21](=[O:27])[O:22][C:23]([CH3:26])([CH3:25])[CH3:24]. (2) Given the product [Cl:1][C:2]1[CH:11]=[CH:10][C:9]([N:12]2[CH2:17][CH2:16][N:15]([CH:31]3[CH2:30][CH2:29][N:28]([C:26]4[CH:25]=[CH:24][CH:23]=[C:22]5[C:27]=4[N:18]=[CH:19][CH:20]=[CH:21]5)[CH2:33][CH2:32]3)[CH2:14][CH2:13]2)=[C:8]2[C:3]=1[CH:4]=[CH:5][CH:6]=[N:7]2, predict the reactants needed to synthesize it. The reactants are: [Cl:1][C:2]1[CH:11]=[CH:10][C:9]([N:12]2[CH2:17][CH2:16][NH:15][CH2:14][CH2:13]2)=[C:8]2[C:3]=1[CH:4]=[CH:5][CH:6]=[N:7]2.[N:18]1[C:27]2[C:22](=[CH:23][CH:24]=[CH:25][C:26]=2[N:28]2[CH2:33][CH2:32][C:31](=O)[CH2:30][CH2:29]2)[CH:21]=[CH:20][CH:19]=1.C(O[BH-](OC(=O)C)OC(=O)C)(=O)C.[Na+]. (3) Given the product [CH2:13]1[C@@H:9]([C:10]([OH:12])=[O:11])[NH:8][CH2:16][C@@H:14]1[OH:15].[ClH:26].[CH3:17][N-:20][CH3:21], predict the reactants needed to synthesize it. The reactants are: C([N:8]1[CH2:16][C@H:14]([OH:15])[CH2:13][C@H:9]1[C:10]([OH:12])=[O:11])(OC(C)(C)C)=O.[CH:17]([N:20](CC)[CH:21](C)C)(C)C.[ClH:26].CNC. (4) The reactants are: [F:1][CH:2]([F:38])[C:3]1[N:7]([C:8]2[N:13]=[C:12]([N:14]3[CH2:19][CH2:18][O:17][CH2:16][CH2:15]3)[N:11]=[C:10]([O:20][CH:21]3[CH2:26][CH2:25][N:24]([S:27]([CH:30]=[CH2:31])(=[O:29])=[O:28])[CH2:23][CH2:22]3)[N:9]=2)[C:6]2[CH:32]=[CH:33][CH:34]=[C:35]([O:36][CH3:37])[C:5]=2[N:4]=1.[NH:39]1[CH2:44][CH2:43][O:42][CH2:41][CH2:40]1. Given the product [F:38][CH:2]([F:1])[C:3]1[N:7]([C:8]2[N:13]=[C:12]([N:14]3[CH2:15][CH2:16][O:17][CH2:18][CH2:19]3)[N:11]=[C:10]([O:20][CH:21]3[CH2:22][CH2:23][N:24]([S:27]([CH2:30][CH2:31][N:39]4[CH2:44][CH2:43][O:42][CH2:41][CH2:40]4)(=[O:29])=[O:28])[CH2:25][CH2:26]3)[N:9]=2)[C:6]2[CH:32]=[CH:33][CH:34]=[C:35]([O:36][CH3:37])[C:5]=2[N:4]=1, predict the reactants needed to synthesize it. (5) Given the product [Br:1][C:2]1[CH:7]=[CH:6][C:5]([C:8]2[C:32]3[CH2:31][CH2:30][C:29]4[C:34](=[CH:35][N:27]([C:21]5[CH:22]=[CH:23][CH:24]=[CH:25][CH:26]=5)[N:28]=4)[C:12]=3[C:11]([C:15]([O:17][CH3:18])=[O:16])=[C:10]([S:19][CH3:20])[CH:9]=2)=[CH:4][CH:3]=1, predict the reactants needed to synthesize it. The reactants are: [Br:1][C:2]1[CH:7]=[CH:6][C:5]([C:8]2O[C:12](=O)[C:11]([C:15]([O:17][CH3:18])=[O:16])=[C:10]([S:19][CH3:20])[CH:9]=2)=[CH:4][CH:3]=1.[C:21]1([N:27]2[CH:35]=[C:34]3[C:29]([CH2:30][CH2:31][CH2:32]C3=O)=[N:28]2)[CH:26]=[CH:25][CH:24]=[CH:23][CH:22]=1.[OH-].[K+].Cl. (6) The reactants are: [Li+].C[Si]([N-][Si](C)(C)C)(C)C.[NH2:11][C:12]1[CH:17]=[CH:16][CH:15]=[CH:14][CH:13]=1.[F:18][C:19]1[CH:24]=[CH:23][C:22]([N+:25]([O-:27])=[O:26])=[C:21](F)[C:20]=1[CH3:29]. Given the product [F:18][C:19]1[C:20]([CH3:29])=[C:21]([NH:11][C:12]2[CH:17]=[CH:16][CH:15]=[CH:14][CH:13]=2)[C:22]([N+:25]([O-:27])=[O:26])=[CH:23][CH:24]=1, predict the reactants needed to synthesize it. (7) Given the product [F:35][C:32]1[CH:31]=[CH:30][C:29]([CH2:28][O:27][CH2:26][C:25]([NH:24][CH2:23][CH2:22][CH2:21][C:18]2[CH:17]=[CH:16][C:15]([CH2:14][NH:47][C@@H:48]([CH2:51][C:52]3[C:60]4[C:55](=[CH:56][CH:57]=[CH:58][CH:59]=4)[NH:54][CH:53]=3)[CH2:49][OH:50])=[CH:20][CH:19]=2)=[O:36])=[CH:34][CH:33]=1, predict the reactants needed to synthesize it. The reactants are: N1C2C(=CC=CC=2)C(CCNC[CH2:14][C:15]2[CH:20]=[CH:19][C:18]([CH2:21][CH2:22][CH2:23][NH:24][C:25](=[O:36])[CH2:26][O:27][CH2:28][C:29]3[CH:34]=[CH:33][C:32]([F:35])=[CH:31][CH:30]=3)=[CH:17][CH:16]=2)=C1.IC1C=CC(CCO)=CC=1.[NH2:47][C@@H:48]([CH2:51][C:52]1[C:60]2[C:55](=[CH:56][CH:57]=[CH:58][CH:59]=2)[NH:54][CH:53]=1)[CH2:49][OH:50].NCCC1C2C(=CC=CC=2)NC=1.